Dataset: Reaction yield outcomes from USPTO patents with 853,638 reactions. Task: Predict the reaction yield, written as a fraction of the theoretical maximum amount of product (1.0 means a 100% yield; for example, 0.34 means a 34% yield). (1) The reactants are [Cl:1][C:2]1[N:10]=[C:9]2[C:5]([N:6]=[C:7]([CH2:12][CH:13]=O)[N:8]2[CH3:11])=[C:4]([N:15]2[CH2:20][CH2:19][O:18][CH2:17][CH2:16]2)[N:3]=1.[CH:21]([CH:24]1[NH:29][C:28](=[O:30])[CH2:27][NH:26][CH2:25]1)([CH3:23])[CH3:22].C(O[BH-](OC(=O)C)OC(=O)C)(=O)C.[Na+]. The catalyst is ClCCCl. The product is [Cl:1][C:2]1[N:10]=[C:9]2[C:5]([N:6]=[C:7]([CH2:12][CH2:13][N:26]3[CH2:25][CH:24]([CH:21]([CH3:23])[CH3:22])[NH:29][C:28](=[O:30])[CH2:27]3)[N:8]2[CH3:11])=[C:4]([N:15]2[CH2:20][CH2:19][O:18][CH2:17][CH2:16]2)[N:3]=1. The yield is 0.350. (2) The reactants are [F:1][C:2]([F:17])([F:16])[S:3][C:4]1[CH:15]=[CH:14][C:7]([CH2:8][CH:9]([C:12]#[N:13])[C:10]#[N:11])=[CH:6][CH:5]=1.[H-].[Na+].Br[CH2:21][CH2:22][C:23]([F:26])([F:25])[F:24]. The catalyst is CN(C)C=O. The product is [F:17][C:2]([F:16])([F:1])[S:3][C:4]1[CH:5]=[CH:6][C:7]([CH2:8][C:9]([CH2:21][CH2:22][C:23]([F:26])([F:25])[F:24])([C:12]#[N:13])[C:10]#[N:11])=[CH:14][CH:15]=1. The yield is 0.110. (3) The reactants are [Br:1][C:2]1[CH:3]=[C:4]2[C:8](=[CH:9][CH:10]=1)[N:7](C(=O)C)[CH2:6][CH2:5]2.C([O-])([O-])=O.[Na+].[Na+]. The catalyst is Cl. The product is [Br:1][C:2]1[CH:3]=[C:4]2[C:8](=[CH:9][CH:10]=1)[NH:7][CH2:6][CH2:5]2. The yield is 0.550. (4) The reactants are [CH2:1]([O:8][C:9]([N:11]1[CH2:16][CH2:15][CH:14]([NH:17][CH3:18])[CH2:13][CH2:12]1)=[O:10])[C:2]1[CH:7]=[CH:6][CH:5]=[CH:4][CH:3]=1.[C:19](O[C:19]([O:21][C:22]([CH3:25])([CH3:24])[CH3:23])=[O:20])([O:21][C:22]([CH3:25])([CH3:24])[CH3:23])=[O:20].CCN(CC)CC. The catalyst is C(Cl)Cl. The product is [CH2:1]([O:8][C:9]([N:11]1[CH2:16][CH2:15][CH:14]([N:17]([C:19]([O:21][C:22]([CH3:25])([CH3:24])[CH3:23])=[O:20])[CH3:18])[CH2:13][CH2:12]1)=[O:10])[C:2]1[CH:7]=[CH:6][CH:5]=[CH:4][CH:3]=1. The yield is 0.510. (5) The reactants are [CH3:1][C:2](C)([O-:4])C.[K+].[NH2:7][C:8]1[C:13]([C:14]#[C:15][C:16]2[CH:21]=[CH:20][C:19](NC(=O)C)=[CH:18][CH:17]=2)=[CH:12][C:11]([N+:26]([O-:28])=[O:27])=[CH:10][N:9]=1.O1CCCC1.C[N:35](C)C=O. No catalyst specified. The product is [N+:26]([C:11]1[CH:12]=[C:13]2[CH:14]=[C:15]([C:16]3[CH:17]=[C:18]([NH:35][C:2](=[O:4])[CH3:1])[CH:19]=[CH:20][CH:21]=3)[NH:7][C:8]2=[N:9][CH:10]=1)([O-:28])=[O:27]. The yield is 0.680. (6) The reactants are [Br:1][C:2]1[CH:11]=[C:10]2[C:5]([C:6]([CH3:14])([CH3:13])[CH2:7][C:8](=[O:12])[NH:9]2)=[CH:4][C:3]=1[CH3:15].[H-].[Na+].[CH3:18][C:19]([O:22][C:23](O[C:23]([O:22][C:19]([CH3:21])([CH3:20])[CH3:18])=[O:24])=[O:24])([CH3:21])[CH3:20]. The catalyst is C1COCC1. The product is [C:19]([O:22][C:23]([N:9]1[C:10]2[C:5](=[CH:4][C:3]([CH3:15])=[C:2]([Br:1])[CH:11]=2)[C:6]([CH3:13])([CH3:14])[CH2:7][C:8]1=[O:12])=[O:24])([CH3:21])([CH3:20])[CH3:18]. The yield is 0.980.